This data is from Full USPTO retrosynthesis dataset with 1.9M reactions from patents (1976-2016). The task is: Predict the reactants needed to synthesize the given product. (1) Given the product [NH:33]1[C:41]2[C:36](=[N:37][CH:38]=[CH:39][CH:40]=2)[N:35]=[C:34]1[C:42]([N:29]1[CH2:30][CH2:31][CH2:32][C@H:27]([C:18]2[C:19]([N:21]([CH3:26])[S:22]([CH3:25])(=[O:24])=[O:23])=[CH:20][C:10]3[O:9][C:8]([C:5]4[CH:6]=[CH:7][C:2]([F:1])=[CH:3][CH:4]=4)=[C:12]([C:13]([NH:15][CH3:16])=[O:14])[C:11]=3[CH:17]=2)[CH2:28]1)=[O:43], predict the reactants needed to synthesize it. The reactants are: [F:1][C:2]1[CH:7]=[CH:6][C:5]([C:8]2[O:9][C:10]3[CH:20]=[C:19]([N:21]([CH3:26])[S:22]([CH3:25])(=[O:24])=[O:23])[C:18]([C@H:27]4[CH2:32][CH2:31][CH2:30][NH:29][CH2:28]4)=[CH:17][C:11]=3[C:12]=2[C:13]([NH:15][CH3:16])=[O:14])=[CH:4][CH:3]=1.[NH:33]1[C:41]2[C:36](=[N:37][CH:38]=[CH:39][CH:40]=2)[N:35]=[C:34]1[C:42](O)=[O:43].C(N(CC)C(C)C)(C)C.CN(C)CCCN=C=NCC. (2) Given the product [Cl:22][CH2:21][CH2:20][CH2:19][CH2:18][N:11]1[CH:12]=[CH:13][C:8]([C:7]2[C:2]([CH3:1])=[N:3][CH:4]=[CH:5][CH:6]=2)=[N:9][C:10]1=[O:14], predict the reactants needed to synthesize it. The reactants are: [CH3:1][C:2]1[C:7]([C:8]2[CH:13]=[CH:12][NH:11][C:10](=[O:14])[N:9]=2)=[CH:6][CH:5]=[CH:4][N:3]=1.[H-].[Na+].Br[CH2:18][CH2:19][CH2:20][CH2:21][Cl:22].O. (3) Given the product [CH3:2][O:3][C:4]1[CH:5]=[C:6]([CH:27]=[CH:28][CH:29]=1)[CH:7]=[CH:42][C:39]1[S:38][C:37]([Br:36])=[N:41][CH:40]=1, predict the reactants needed to synthesize it. The reactants are: [Br-].[CH3:2][O:3][C:4]1[CH:5]=[C:6]([CH:27]=[CH:28][CH:29]=1)[CH2:7][P+](C1C=CC=CC=1)(C1C=CC=CC=1)C1C=CC=CC=1.C(O[K])(C)(C)C.[Br:36][C:37]1[S:38][C:39]([CH:42]=O)=[CH:40][N:41]=1. (4) Given the product [Cl:42][C:43]1[CH:49]=[CH:48][C:46]([NH:47][C:12]2[C:13]3[C:18](=[CH:17][CH:16]=[CH:15][CH:14]=3)[C:9]([CH:7]([C:4]3[CH:5]=[CH:6][N:1]=[CH:2][CH:3]=3)[CH3:8])=[N:10][N:11]=2)=[CH:45][CH:44]=1, predict the reactants needed to synthesize it. The reactants are: [N:1]1[CH:6]=[CH:5][C:4]([CH:7]([C:9]2[C:18]3[C:13](=[CH:14][CH:15]=[CH:16][CH:17]=3)[C:12](=O)[NH:11][N:10]=2)[CH3:8])=[CH:3][CH:2]=1.O=P12OP3(OP(OP(O3)(O1)=O)(=O)O2)=O.Cl.C(N(CC)CC)C.[Cl:42][C:43]1[CH:49]=[CH:48][C:46]([NH2:47])=[CH:45][CH:44]=1. (5) Given the product [Br:1][C:2]1[CH:7]=[CH:6][CH:5]=[C:4]2[C:3]=1[NH:8][C:23]([C:22]([O:27][CH2:28][CH3:29])=[O:26])=[CH:25]2, predict the reactants needed to synthesize it. The reactants are: [Br:1][C:2]1[CH:7]=[CH:6][CH:5]=[CH:4][C:3]=1[NH:8]N.O.C1(C)C=CC(S(O)(=O)=O)=CC=1.[C:22]([O:27][CH2:28][CH3:29])(=[O:26])[C:23]([CH3:25])=O.O. (6) Given the product [ClH:1].[O:11]1[CH2:16][CH2:15][N:14]([CH2:17][CH2:18][CH2:19][NH:20][C:2]2[CH:3]=[CH:4][C:5]3[N:6]([CH:8]=[CH:9][N:10]=3)[N:7]=2)[CH2:13][CH2:12]1, predict the reactants needed to synthesize it. The reactants are: [Cl:1][C:2]1[CH:3]=[CH:4][C:5]2[N:6]([CH:8]=[CH:9][N:10]=2)[N:7]=1.[O:11]1[CH2:16][CH2:15][N:14]([CH2:17][CH2:18][CH2:19][NH2:20])[CH2:13][CH2:12]1.Cl.